Dataset: NCI-60 drug combinations with 297,098 pairs across 59 cell lines. Task: Regression. Given two drug SMILES strings and cell line genomic features, predict the synergy score measuring deviation from expected non-interaction effect. (1) Drug 1: C1CC(C1)(C(=O)O)C(=O)O.[NH2-].[NH2-].[Pt+2]. Drug 2: C1=NC(=NC(=O)N1C2C(C(C(O2)CO)O)O)N. Cell line: HCT116. Synergy scores: CSS=45.8, Synergy_ZIP=-2.45, Synergy_Bliss=0.257, Synergy_Loewe=-31.3, Synergy_HSA=1.30. (2) Drug 1: CN(CC1=CN=C2C(=N1)C(=NC(=N2)N)N)C3=CC=C(C=C3)C(=O)NC(CCC(=O)O)C(=O)O. Drug 2: C1CN1P(=S)(N2CC2)N3CC3. Cell line: HCT116. Synergy scores: CSS=45.2, Synergy_ZIP=-2.63, Synergy_Bliss=-10.0, Synergy_Loewe=-12.4, Synergy_HSA=-11.4. (3) Synergy scores: CSS=66.0, Synergy_ZIP=2.95, Synergy_Bliss=5.35, Synergy_Loewe=1.06, Synergy_HSA=6.08. Drug 1: CC(CN1CC(=O)NC(=O)C1)N2CC(=O)NC(=O)C2. Cell line: CCRF-CEM. Drug 2: C1=CC(=CC=C1CC(C(=O)O)N)N(CCCl)CCCl.Cl. (4) Cell line: RXF 393. Synergy scores: CSS=16.7, Synergy_ZIP=-4.65, Synergy_Bliss=7.88, Synergy_Loewe=-4.29, Synergy_HSA=-1.36. Drug 1: CC1=C(C(=CC=C1)Cl)NC(=O)C2=CN=C(S2)NC3=CC(=NC(=N3)C)N4CCN(CC4)CCO. Drug 2: C1=NC2=C(N1)C(=S)N=CN2. (5) Drug 1: CNC(=O)C1=CC=CC=C1SC2=CC3=C(C=C2)C(=NN3)C=CC4=CC=CC=N4. Drug 2: CN(CCCl)CCCl.Cl. Cell line: SN12C. Synergy scores: CSS=23.7, Synergy_ZIP=-8.62, Synergy_Bliss=0.567, Synergy_Loewe=-0.893, Synergy_HSA=0.486. (6) Drug 1: CC1=C2C(C(=O)C3(C(CC4C(C3C(C(C2(C)C)(CC1OC(=O)C(C(C5=CC=CC=C5)NC(=O)OC(C)(C)C)O)O)OC(=O)C6=CC=CC=C6)(CO4)OC(=O)C)O)C)O. Drug 2: CC=C1C(=O)NC(C(=O)OC2CC(=O)NC(C(=O)NC(CSSCCC=C2)C(=O)N1)C(C)C)C(C)C. Cell line: SK-MEL-28. Synergy scores: CSS=26.4, Synergy_ZIP=-0.467, Synergy_Bliss=2.29, Synergy_Loewe=-20.0, Synergy_HSA=3.42. (7) Drug 1: C1C(C(OC1N2C=NC(=NC2=O)N)CO)O. Drug 2: C(CN)CNCCSP(=O)(O)O. Cell line: HOP-62. Synergy scores: CSS=-5.31, Synergy_ZIP=0.224, Synergy_Bliss=-1.56, Synergy_Loewe=-10.8, Synergy_HSA=-8.82.